Task: Predict the product of the given reaction.. Dataset: Forward reaction prediction with 1.9M reactions from USPTO patents (1976-2016) (1) Given the reactants [Cl:1][C:2]1[CH:7]=[CH:6][C:5]([O:8][CH2:9][C:10]([O:12]CC)=[O:11])=[CH:4][CH:3]=1.[OH-].[K+], predict the reaction product. The product is: [Cl:1][C:2]1[CH:3]=[CH:4][C:5]([O:8][CH2:9][C:10]([OH:12])=[O:11])=[CH:6][CH:7]=1. (2) The product is: [NH2:2][C:3]1[N:8]=[CH:7][C:6]([C:9]2[N:10]=[C:11]([N:25]3[CH2:30][CH2:29][O:28][CH2:27][CH2:26]3)[C:12]3[S:17][C:16]([C:18]4([OH:24])[CH2:23][CH2:22][N:21]([C:33](=[O:34])[C:32]([OH:31])([CH3:37])[CH3:36])[CH2:20][CH2:19]4)=[CH:15][C:13]=3[N:14]=2)=[CH:5][N:4]=1. Given the reactants Cl.[NH2:2][C:3]1[N:8]=[CH:7][C:6]([C:9]2[N:10]=[C:11]([N:25]3[CH2:30][CH2:29][O:28][CH2:27][CH2:26]3)[C:12]3[S:17][C:16]([C:18]4([OH:24])[CH2:23][CH2:22][NH:21][CH2:20][CH2:19]4)=[CH:15][C:13]=3[N:14]=2)=[CH:5][N:4]=1.[OH:31][C:32]([CH3:37])([CH3:36])[C:33](O)=[O:34], predict the reaction product. (3) Given the reactants FC(F)(F)C(O)=O.C(OC([N:15]1[CH2:22][CH:21]2[CH2:23][CH:17]([CH2:18][N:19]([CH2:24][C:25]3[CH:30]=[CH:29][CH:28]=[CH:27][CH:26]=3)[CH2:20]2)[CH2:16]1)=O)(C)(C)C.C([O-])([O-])=O.[Na+].[Na+], predict the reaction product. The product is: [CH2:24]([N:19]1[CH2:18][CH:17]2[CH2:23][CH:21]([CH2:22][NH:15][CH2:16]2)[CH2:20]1)[C:25]1[CH:30]=[CH:29][CH:28]=[CH:27][CH:26]=1. (4) The product is: [CH2:21]([O:18][C:15]1[CH:14]=[CH:13][C:12]([C:2]2([OH:1])[CH2:3][CH2:4][C:5]3([O:9][CH2:8][CH2:7][O:6]3)[CH2:10][CH2:11]2)=[N:17][CH:16]=1)[C:22]1[CH:27]=[CH:26][CH:25]=[CH:24][CH:23]=1. Given the reactants [OH:1][C:2]1([C:12]2[N:17]=[CH:16][C:15]([OH:18])=[CH:14][CH:13]=2)[CH2:11][CH2:10][C:5]2([O:9][CH2:8][CH2:7][O:6]2)[CH2:4][CH2:3]1.[H-].[Na+].[CH2:21](Br)[C:22]1[CH:27]=[CH:26][CH:25]=[CH:24][CH:23]=1.O, predict the reaction product. (5) Given the reactants Cl.Cl.[CH3:3][O:4][C:5](=[O:13])[C@H:6]([CH2:8][CH2:9][CH2:10][CH2:11][NH2:12])[NH2:7].C(N([CH2:19][CH3:20])CC)C.[CH2:21]([O:28][CH2:29][C:30](Cl)=[O:31])[C:22]1[CH:27]=[CH:26][CH:25]=[CH:24][CH:23]=1, predict the reaction product. The product is: [CH3:3][O:4][C:5](=[O:13])[CH:6]([NH:7][C:30](=[O:31])[CH2:29][O:28][CH2:21][C:20]1[CH:19]=[CH:24][CH:23]=[CH:22][CH:27]=1)[CH2:8][CH2:9][CH2:10][CH2:11][NH:12][C:30](=[O:31])[CH2:29][O:28][CH2:21][C:22]1[CH:27]=[CH:26][CH:25]=[CH:24][CH:23]=1. (6) Given the reactants C(NC(C)C)(C)C.[Li]CCCC.[N:13]1[CH:18]=[CH:17][CH:16]=[C:15]([CH2:19][C:20]2[CH:21]=[N:22][CH:23]=[CH:24][CH:25]=2)[CH:14]=1.[C:26]([C:28]1[CH:29]=[C:30]([CH:34]=[N:35][S@:36]([C:38]([CH3:41])([CH3:40])[CH3:39])=[O:37])[CH:31]=[CH:32][CH:33]=1)#[N:27], predict the reaction product. The product is: [C:26]([C:28]1[CH:29]=[C:30]([CH:34]([NH:35][S:36]([C:38]([CH3:41])([CH3:40])[CH3:39])=[O:37])[CH:19]([C:20]2[CH:21]=[N:22][CH:23]=[CH:24][CH:25]=2)[C:15]2[CH:14]=[N:13][CH:18]=[CH:17][CH:16]=2)[CH:31]=[CH:32][CH:33]=1)#[N:27]. (7) The product is: [CH3:48][C:33]1[CH:34]=[C:35]([NH:37][C:38]2[CH:43]=[C:42]([C:44]([F:46])([F:47])[F:45])[CH:41]=[CH:40][N:39]=2)[N:36]=[C:31]([C:29]2[N:24]=[N:25][N:2]([C:3]3([C:6]([O:8][CH3:9])=[O:7])[CH2:5][CH2:4]3)[CH:30]=2)[CH:32]=1. Given the reactants Cl.[NH2:2][C:3]1([C:6]([O:8][CH3:9])=[O:7])[CH2:5][CH2:4]1.C(N(CC)C(C)C)(C)C.FC(F)(F)S([N:24]=[N+:25]=[N-])(=O)=O.[C:29]([C:31]1[N:36]=[C:35]([NH:37][C:38]2[CH:43]=[C:42]([C:44]([F:47])([F:46])[F:45])[CH:41]=[CH:40][N:39]=2)[CH:34]=[C:33]([CH3:48])[CH:32]=1)#[CH:30].O=C1O[C@H]([C@H](CO)O)C([O-])=C1O.[Na+], predict the reaction product. (8) Given the reactants C[O:2][C:3]1(OC)[CH2:8][CH2:7][N:6]([C:9]2[CH:14]=[CH:13][C:12]([N:15]3[CH2:19][C@H:18]([CH2:20][CH2:21][C:22]([NH2:24])=[O:23])[O:17][C:16]3=[O:25])=[CH:11][CH:10]=2)[CH2:5][CH:4]1[F:26].CSC.C(Cl)(=O)C, predict the reaction product. The product is: [O:2]=[C:3]1[CH2:8][CH2:7][N:6]([C:9]2[CH:14]=[CH:13][C:12]([N:15]3[CH2:19][C@H:18]([CH2:20][CH2:21][C:22]([NH2:24])=[O:23])[O:17][C:16]3=[O:25])=[CH:11][CH:10]=2)[CH2:5][CH:4]1[F:26]. (9) Given the reactants Cl[C:2]1[N:7]=[CH:6][C:5]([C:8]([O:10][CH3:11])=[O:9])=[CH:4][N:3]=1.[CH:12]1([N:15]2[CH2:21][CH2:20][CH2:19][NH:18][CH2:17][CH2:16]2)[CH2:14][CH2:13]1.C(N(C(C)C)C(C)C)C, predict the reaction product. The product is: [CH:12]1([N:15]2[CH2:21][CH2:20][CH2:19][N:18]([C:2]3[N:7]=[CH:6][C:5]([C:8]([O:10][CH3:11])=[O:9])=[CH:4][N:3]=3)[CH2:17][CH2:16]2)[CH2:14][CH2:13]1. (10) Given the reactants [H][H].[N+:3]([O-:6])([O-:5])=[O:4].[Ru+3:7].[N+]([O-])([O-])=O.[N+]([O-])([O-])=O.[N+]([O-])(O)=O.C([O-])(=O)C.[La+3:24].C([O-])(=O)C.C([O-])(=O)C.[C:33]([O-:38])(=[O:37])[C:34]([O-:36])=[O:35].[La+3].[C:40]([O-:45])(=[O:44])[C:41]([O-:43])=[O:42].[C:46]([O-:51])(=[O:50])[C:47]([O-:49])=[O:48].[La+3], predict the reaction product. The product is: [N+:3]([O-:6])([O-:5])=[O:4].[Ru+3:7].[N+:3]([O-:6])([O-:5])=[O:4].[N+:3]([O-:6])([O-:5])=[O:4].[N+:3]([O-:6])([OH:5])=[O:4].[C:33]([O-:38])(=[O:37])[C:34]([O-:36])=[O:35].[La+3:24].[C:40]([O-:45])(=[O:44])[C:41]([O-:43])=[O:42].[C:46]([O-:51])(=[O:50])[C:47]([O-:49])=[O:48].[La+3:24].